Dataset: Catalyst prediction with 721,799 reactions and 888 catalyst types from USPTO. Task: Predict which catalyst facilitates the given reaction. (1) Reactant: Br[C:2]1[CH:11]=[C:10]2[C:5]([N:6]=[CH:7][C:8]([N:12]3[CH2:17][CH2:16][N:15]([C:18]([O:20][C:21]([CH3:24])([CH3:23])[CH3:22])=[O:19])[CH2:14][CH2:13]3)=[N:9]2)=[CH:4][CH:3]=1.[OH:25][C:26]1[CH:31]=[CH:30][C:29]([NH:32][C:33](=[O:38])[C:34]([CH3:37])([CH3:36])[CH3:35])=[CH:28][CH:27]=1.C([O-])([O-])=O.[K+].[K+]. Product: [C:33]([NH:32][C:29]1[CH:28]=[CH:27][C:26]([O:25][C:2]2[CH:11]=[C:10]3[C:5]([N:6]=[CH:7][C:8]([N:12]4[CH2:17][CH2:16][N:15]([C:18]([O:20][C:21]([CH3:24])([CH3:23])[CH3:22])=[O:19])[CH2:14][CH2:13]4)=[N:9]3)=[CH:4][CH:3]=2)=[CH:31][CH:30]=1)(=[O:38])[C:34]([CH3:37])([CH3:36])[CH3:35]. The catalyst class is: 122. (2) Reactant: [Cl-].[CH3:2][O:3][C:4](=[O:11])[CH2:5][CH2:6][CH2:7][NH+:8]([CH3:10])[CH3:9].C([O-])([O-])=O.[K+].[K+]. Product: [CH3:9][N:8]([CH3:10])[CH2:7][CH2:6][CH2:5][C:4]([O:3][CH3:2])=[O:11]. The catalyst class is: 4. (3) Reactant: [C:1]1([N:7]([C:14]2[CH:19]=[CH:18][CH:17]=[C:16]([C:20]([F:23])([F:22])[F:21])[CH:15]=2)[CH:8]2[CH2:13][CH2:12][NH:11][CH2:10][CH2:9]2)[CH:6]=[CH:5][CH:4]=[CH:3][CH:2]=1.Br[CH2:25][C:26]([O:28][CH2:29][CH3:30])=[O:27].C(N(CC)CC)C. The catalyst class is: 144. Product: [C:1]1([N:7]([C:14]2[CH:19]=[CH:18][CH:17]=[C:16]([C:20]([F:23])([F:21])[F:22])[CH:15]=2)[CH:8]2[CH2:9][CH2:10][N:11]([CH2:25][C:26]([O:28][CH2:29][CH3:30])=[O:27])[CH2:12][CH2:13]2)[CH:2]=[CH:3][CH:4]=[CH:5][CH:6]=1. (4) Reactant: [CH:1]([C:4]1[CH:9]=[CH:8][C:7]([O:10][CH3:11])=[CH:6][CH:5]=1)([CH3:3])[CH3:2].[N+]([O-])([O-])=O.[NH4+].[Br:17]N1C(=O)CCC1=O.CCOC(C)=O. Product: [Br:17][C:6]1[CH:5]=[C:4]([CH:1]([CH3:3])[CH3:2])[CH:9]=[CH:8][C:7]=1[O:10][CH3:11]. The catalyst class is: 23. (5) Reactant: C([N:5]1[CH2:11][C@@H:10]2[C@@H:7]([CH2:8][C@H:9]2[C:12]2[CH:17]=[CH:16][C:15]([NH:18][S:19]([C:22]3[CH:27]=[CH:26][C:25]([O:28][C:29]([F:32])([F:31])[F:30])=[CH:24][CH:23]=3)(=[O:21])=[O:20])=[CH:14][CH:13]=2)[CH2:6]1)(=O)CC.Cl. Product: [CH:7]12[CH2:8][CH:9]([C:12]3[CH:13]=[CH:14][C:15]([NH:18][S:19]([C:22]4[CH:27]=[CH:26][C:25]([O:28][C:29]([F:32])([F:30])[F:31])=[CH:24][CH:23]=4)(=[O:20])=[O:21])=[CH:16][CH:17]=3)[CH:10]1[CH2:11][NH:5][CH2:6]2. The catalyst class is: 51. (6) Reactant: Cl[C:2]1[CH:7]=[CH:6][N:5]=[C:4]([NH:8][CH2:9][C:10]2[O:14][N:13]=[C:12]([CH:15]3[CH2:17][CH2:16]3)[CH:11]=2)[N:3]=1.[CH:18]1([C:23]2[CH:24]=[C:25]([NH2:28])[NH:26][N:27]=2)[CH2:22][CH2:21][CH2:20][CH2:19]1. Product: [CH:18]1([C:23]2[CH:24]=[C:25]([NH:28][C:2]3[CH:7]=[CH:6][N:5]=[C:4]([NH:8][CH2:9][C:10]4[O:14][N:13]=[C:12]([CH:15]5[CH2:17][CH2:16]5)[CH:11]=4)[N:3]=3)[NH:26][N:27]=2)[CH2:19][CH2:20][CH2:21][CH2:22]1. The catalyst class is: 8. (7) Reactant: Br[C:2]1[CH:17]=[CH:16][C:5]2[O:6][C:7]3[CH:12]=[C:11]([N+:13]([O-:15])=[O:14])[CH:10]=[CH:9][C:8]=3[C:4]=2[CH:3]=1.[CH3:18][N:19]1C(=O)CCC1. Product: [N+:13]([C:11]1[CH:10]=[CH:9][C:8]2[C:4]3[CH:3]=[C:2]([C:18]#[N:19])[CH:17]=[CH:16][C:5]=3[O:6][C:7]=2[CH:12]=1)([O-:15])=[O:14]. The catalyst class is: 267.